This data is from Reaction yield outcomes from USPTO patents with 853,638 reactions. The task is: Predict the reaction yield, written as a fraction of the theoretical maximum amount of product (1.0 means a 100% yield; for example, 0.34 means a 34% yield). (1) The reactants are [CH2:1]([N:8]1[CH2:12][CH2:11][N:10]=[C:9]1[CH2:13][C:14]#[N:15])[C:2]1[CH:7]=[CH:6][CH:5]=[CH:4][CH:3]=1.Cl[C:17]1[C:26]2[C:21](=[CH:22][C:23]([O:29][CH3:30])=[C:24]([O:27][CH3:28])[CH:25]=2)[N:20]=[N:19][CH:18]=1.CN(C)C=O.C[Si]([N-][Si](C)(C)C)(C)C.[K+]. The catalyst is C1(C)C=CC=CC=1. The product is [CH2:1]([N:8]1[CH2:12][CH2:11][N:10]=[C:9]1[CH:13]([C:17]1[C:26]2[C:21](=[CH:22][C:23]([O:29][CH3:30])=[C:24]([O:27][CH3:28])[CH:25]=2)[N:20]=[N:19][CH:18]=1)[C:14]#[N:15])[C:2]1[CH:3]=[CH:4][CH:5]=[CH:6][CH:7]=1. The yield is 0.280. (2) The reactants are [N+:1]([C:4]1[CH:5]=[CH:6][C:7](Cl)=[N:8][CH:9]=1)([O-:3])=[O:2].[NH:11]1[CH2:16][CH2:15][CH:14]([C:17]([NH2:19])=[O:18])[CH2:13][CH2:12]1.C(=O)([O-])[O-].[K+].[K+]. The catalyst is O1CCOCC1.O. The product is [N+:1]([C:4]1[CH:5]=[CH:6][C:7]([N:11]2[CH2:16][CH2:15][CH:14]([C:17]([NH2:19])=[O:18])[CH2:13][CH2:12]2)=[N:8][CH:9]=1)([O-:3])=[O:2]. The yield is 1.12. (3) The reactants are [Cl:1][C:2]1[N:10]([CH2:11][CH:12]=[CH2:13])[C:9]2[C:8](=[O:14])[NH:7][C:6](=[O:15])[NH:5][C:4]=2[N:3]=1.C(=O)([O-])[O-].[Na+].[Na+].Br[CH2:23][CH2:24][CH2:25][C:26]([F:29])([F:28])[F:27]. The catalyst is CN(C=O)C. The product is [Cl:1][C:2]1[N:10]([CH2:11][CH:12]=[CH2:13])[C:9]2[C:8](=[O:14])[NH:7][C:6](=[O:15])[N:5]([CH2:23][CH2:24][CH2:25][C:26]([F:29])([F:28])[F:27])[C:4]=2[N:3]=1. The yield is 0.400. (4) The reactants are [CH3:1][C:2]1[C:6]2[C:7](=[O:20])[N:8]([CH2:12][CH2:13][N:14]3[CH2:19][CH2:18][CH2:17][CH2:16][CH2:15]3)[CH2:9][CH2:10][CH2:11][C:5]=2[NH:4][C:3]=1[CH:21]=O.[F:23][C:24]1[CH:25]=[C:26]2[C:30](=[CH:31][C:32]=1[NH:33][C:34](=[O:38])[CH2:35][O:36][CH3:37])[NH:29][C:28](=[O:39])[CH2:27]2. No catalyst specified. The product is [F:23][C:24]1[CH:25]=[C:26]2[C:30](=[CH:31][C:32]=1[NH:33][C:34](=[O:38])[CH2:35][O:36][CH3:37])[NH:29][C:28](=[O:39])/[C:27]/2=[CH:21]\[C:3]1[NH:4][C:5]2[CH2:11][CH2:10][CH2:9][N:8]([CH2:12][CH2:13][N:14]3[CH2:15][CH2:16][CH2:17][CH2:18][CH2:19]3)[C:7](=[O:20])[C:6]=2[C:2]=1[CH3:1]. The yield is 0.750. (5) The reactants are [CH3:1][O:2][C:3]([NH:5][C@H:6]([C:11]([N:13]1[C@@H:17]([CH3:18])[CH2:16][CH2:15][C@H:14]1[C:19]1[NH:20][C:21]([C:24]2[CH:29]=[C:28]3[CH2:30][O:31][C:32]4[CH:57]=[C:56]5[C:35]([CH:36]=[CH:37][C:38]6[N:42]=[C:41]([C@@H:43]7[CH2:47][CH2:46][C@H:45]([CH3:48])[N:44]7[C:49]([O:51]C(C)(C)C)=O)[NH:40][C:39]=65)=[CH:34][C:33]=4[C:27]3=[CH:26][CH:25]=2)=[CH:22][N:23]=1)=[O:12])[C@H:7]([CH2:9][CH3:10])[CH3:8])=[O:4].Cl.[CH3:59][C@@H:60]1[CH2:65][CH:64]([C@H:66]([NH:70][C:71]([O:73][CH3:74])=[O:72])C(O)=O)[CH2:63][C@@H:62]([CH3:75])[O:61]1.CN(C(ON1N=NC2C=CC=NC1=2)=[N+](C)C)C.F[P-](F)(F)(F)(F)F.C(N(C(C)C)CC)(C)C. The catalyst is ClCCl.CO.Cl. The product is [CH3:59][C@@H:60]1[CH2:65][CH:64]([C@H:66]([NH:70][C:71]([O:73][CH3:74])=[O:72])[C:49]([N:44]2[C@@H:45]([CH3:48])[CH2:46][CH2:47][C@H:43]2[C:41]2[NH:40][C:39]3[C:56]4[C:35]([CH:36]=[CH:37][C:38]=3[N:42]=2)=[CH:34][C:33]2[C:27]3[C:28]([CH2:30][O:31][C:32]=2[CH:57]=4)=[CH:29][C:24]([C:21]2[NH:20][C:19]([C@@H:14]4[CH2:15][CH2:16][C@H:17]([CH3:18])[N:13]4[C:11](=[O:12])[C@@H:6]([NH:5][C:3](=[O:4])[O:2][CH3:1])[C@@H:7]([CH3:8])[CH2:9][CH3:10])=[N:23][CH:22]=2)=[CH:25][CH:26]=3)=[O:51])[CH2:63][C@@H:62]([CH3:75])[O:61]1. The yield is 0.230.